Predict which catalyst facilitates the given reaction. From a dataset of Catalyst prediction with 721,799 reactions and 888 catalyst types from USPTO. (1) Reactant: [CH3:1][C:2]1[CH:18]=[CH:17][CH:16]=[CH:15][C:3]=1[CH2:4][C:5]1[O:9][N:8]=[C:7]([C:10]([O:12]CC)=[O:11])[CH:6]=1.C(O)C.[OH-].[Na+]. Product: [CH3:1][C:2]1[CH:18]=[CH:17][CH:16]=[CH:15][C:3]=1[CH2:4][C:5]1[O:9][N:8]=[C:7]([C:10]([OH:12])=[O:11])[CH:6]=1. The catalyst class is: 6. (2) Reactant: C1N=CN(C(N2C=NC=C2)=O)C=1.[CH3:13][O:14][C@@H:15]([C:19]1[CH:24]=[CH:23][CH:22]=[CH:21][CH:20]=1)[C:16]([OH:18])=O.[Cl:25][C:26]1[CH:44]=[C:43]([Cl:45])[CH:42]=[CH:41][C:27]=1[CH:28]([O:36][CH:37]1[CH2:40][NH:39][CH2:38]1)[C:29]1[CH:34]=[CH:33][C:32]([Cl:35])=[CH:31][CH:30]=1. Product: [Cl:25][C:26]1[CH:44]=[C:43]([Cl:45])[CH:42]=[CH:41][C:27]=1[CH:28]([O:36][CH:37]1[CH2:38][N:39]([C:16](=[O:18])[C@@H:15]([O:14][CH3:13])[C:19]2[CH:24]=[CH:23][CH:22]=[CH:21][CH:20]=2)[CH2:40]1)[C:29]1[CH:34]=[CH:33][C:32]([Cl:35])=[CH:31][CH:30]=1. The catalyst class is: 1. (3) Reactant: [C-:1]#[N:2].[K+].[Br:4][C:5]1[C:6]([F:23])=[CH:7][C:8]2[O:14][CH2:13][CH2:12][N:11]3[C:15](I)=[C:16]([C:18]([NH2:20])=[O:19])[N:17]=[C:10]3[C:9]=2[CH:22]=1. Product: [Br:4][C:5]1[C:6]([F:23])=[CH:7][C:8]2[O:14][CH2:13][CH2:12][N:11]3[C:15]([C:1]#[N:2])=[C:16]([C:18]([NH2:20])=[O:19])[N:17]=[C:10]3[C:9]=2[CH:22]=1. The catalyst class is: 122. (4) Reactant: [CH3:1][C:2]1([CH3:39])[C:11]2[C:6](=[CH:7][C:8]([NH:12][C:13](=[O:31])[C:14]3[CH:19]=[CH:18][CH:17]=[CH:16][C:15]=3[NH:20][CH:21]([C:23]3[CH:28]=[CH:27][N:26]=[C:25]([NH:29][CH3:30])[N:24]=3)[CH3:22])=[CH:9][CH:10]=2)[CH2:5][N:4](C(OC(C)(C)C)=O)[CH2:3]1.C(O)(C(F)(F)F)=O. Product: [CH3:39][C:2]1([CH3:1])[C:11]2[C:6](=[CH:7][C:8]([NH:12][C:13](=[O:31])[C:14]3[CH:19]=[CH:18][CH:17]=[CH:16][C:15]=3[NH:20][CH:21]([C:23]3[CH:28]=[CH:27][N:26]=[C:25]([NH:29][CH3:30])[N:24]=3)[CH3:22])=[CH:9][CH:10]=2)[CH2:5][NH:4][CH2:3]1. The catalyst class is: 2. (5) Reactant: [Br:1][C:2]1[CH:11]=[CH:10][C:9]2[N:8]([C:12]([CH:14]3[CH2:16][CH2:15]3)=[O:13])[C@@H:7]([CH3:17])[CH2:6][CH2:5][C:4]=2[C:3]=1[OH:18].Br[CH:20]1[CH2:23][CH2:22][CH2:21]1.C(=O)([O-])[O-].[Cs+].[Cs+]. Product: [Br:1][C:2]1[C:3]([O:18][CH:20]2[CH2:23][CH2:22][CH2:21]2)=[C:4]2[C:9](=[CH:10][CH:11]=1)[N:8]([C:12]([CH:14]1[CH2:16][CH2:15]1)=[O:13])[C@@H:7]([CH3:17])[CH2:6][CH2:5]2. The catalyst class is: 10. (6) The catalyst class is: 6. Product: [CH2:1]([O:3][C:4]([C:6]1[C:14]2[C:9](=[CH:10][CH:11]=[C:12]([O:15][C:16]3[C:21]([C:22](=[O:24])[NH2:23])=[CH:20][CH:19]=[CH:18][N:17]=3)[CH:13]=2)[N:8]([C:25]2[CH:30]=[CH:29][C:28]([O:31][C:32]([F:35])([F:34])[F:33])=[CH:27][CH:26]=2)[C:7]=1[CH2:36][C:37]([OH:39])=[O:38])=[O:5])[CH3:2]. Reactant: [CH2:1]([O:3][C:4]([C:6]1[C:14]2[C:9](=[CH:10][CH:11]=[C:12]([O:15][C:16]3[C:21]([C:22](=[O:24])[NH2:23])=[CH:20][CH:19]=[CH:18][N:17]=3)[CH:13]=2)[N:8]([C:25]2[CH:30]=[CH:29][C:28]([O:31][C:32]([F:35])([F:34])[F:33])=[CH:27][CH:26]=2)[C:7]=1[CH2:36][C:37]([O:39]CC)=[O:38])=[O:5])[CH3:2].[OH-].[Na+].CCO. (7) Reactant: Br[C:2]1[CH:6]=[C:5]([Si](C)(C)C)[S:4][C:3]=1[C:11]1[S:12][C:13]([Si](C)(C)C)=[CH:14][C:15]=1Br.C([Li])CCC.[CH3:26][CH:27]([CH2:43][CH2:44][CH2:45][CH:46]([CH3:48])[CH3:47])[CH2:28][CH2:29][Si:30]([CH2:33][CH2:34][CH:35]([CH3:42])[CH2:36][CH2:37][CH2:38][CH:39]([CH3:41])[CH3:40])(Cl)Cl.O. Product: [CH3:26][CH:27]([CH2:43][CH2:44][CH2:45][CH:46]([CH3:48])[CH3:47])[CH2:28][CH2:29][Si:30]1([CH2:33][CH2:34][CH:35]([CH3:42])[CH2:36][CH2:37][CH2:38][CH:39]([CH3:40])[CH3:41])[C:2]2[CH:6]=[CH:5][S:4][C:3]=2[C:11]2[S:12][CH:13]=[CH:14][C:15]1=2. The catalyst class is: 188. (8) Reactant: [O:1]([CH2:8][C:9]([NH:11][C:12]1[NH:13][C:14](=[O:36])[C:15]2[N:16]=[CH:17][N:18]([C:34]=2[N:35]=1)[C@@H:19]1[O:33][C@H:30]([CH2:31][OH:32])[C@@H:28]([OH:29])[C@H:20]1[O:21][CH2:22][O:23][CH2:24][CH2:25][C:26]#[N:27])=[O:10])[C:2]1[CH:7]=[CH:6][CH:5]=[CH:4][CH:3]=1.N1C=CC=CC=1.[CH3:43][O:44][C:45]1[CH:66]=[CH:65][C:48]([C:49](Cl)([C:58]2[CH:63]=[CH:62][CH:61]=[CH:60][CH:59]=2)[C:50]2[CH:55]=[CH:54][C:53]([O:56][CH3:57])=[CH:52][CH:51]=2)=[CH:47][CH:46]=1. Product: [O:1]([CH2:8][C:9]([NH:11][C:12]1[NH:13][C:14](=[O:36])[C:15]2[N:16]=[CH:17][N:18]([C:34]=2[N:35]=1)[C@@H:19]1[O:33][C@H:30]([CH2:31][O:32][C:49]([C:58]2[CH:63]=[CH:62][CH:61]=[CH:60][CH:59]=2)([C:50]2[CH:55]=[CH:54][C:53]([O:56][CH3:57])=[CH:52][CH:51]=2)[C:48]2[CH:47]=[CH:46][C:45]([O:44][CH3:43])=[CH:66][CH:65]=2)[C@@H:28]([OH:29])[C@H:20]1[O:21][CH2:22][O:23][CH2:24][CH2:25][C:26]#[N:27])=[O:10])[C:2]1[CH:7]=[CH:6][CH:5]=[CH:4][CH:3]=1. The catalyst class is: 5. (9) Reactant: [CH:1]1([C:4]([N:6]2[CH2:10][CH2:9][C@@H:8]([CH2:11][NH2:12])[CH2:7]2)=[O:5])[CH2:3][CH2:2]1.C1N=CN([C:18](N2C=NC=C2)=[O:19])C=1.[Br:25][C:26]1[CH:35]=[CH:34][C:29]([C:30]([NH:32][NH2:33])=[O:31])=[CH:28][CH:27]=1.C1COCC1. Product: [Br:25][C:26]1[CH:35]=[CH:34][C:29]([C:30]([NH:32][NH:33][C:18]([NH:12][CH2:11][C@@H:8]2[CH2:9][CH2:10][N:6]([C:4]([CH:1]3[CH2:2][CH2:3]3)=[O:5])[CH2:7]2)=[O:19])=[O:31])=[CH:28][CH:27]=1. The catalyst class is: 2.